Dataset: Peptide-MHC class II binding affinity with 134,281 pairs from IEDB. Task: Regression. Given a peptide amino acid sequence and an MHC pseudo amino acid sequence, predict their binding affinity value. This is MHC class II binding data. The peptide sequence is QWTQALRRELQSFTS. The MHC is DRB1_0101 with pseudo-sequence DRB1_0101. The binding affinity (normalized) is 0.252.